Dataset: Reaction yield outcomes from USPTO patents with 853,638 reactions. Task: Predict the reaction yield, written as a fraction of the theoretical maximum amount of product (1.0 means a 100% yield; for example, 0.34 means a 34% yield). (1) The yield is 0.943. The product is [F:1][CH2:2][CH2:3][CH2:4][O:5][C:6]1[CH:13]=[CH:12][C:9]([CH2:10][OH:11])=[C:8]([CH3:14])[CH:7]=1. The catalyst is O1CCCC1.O. The reactants are [F:1][CH2:2][CH2:3][CH2:4][O:5][C:6]1[CH:13]=[CH:12][C:9]([CH:10]=[O:11])=[C:8]([CH3:14])[CH:7]=1.[H-].[Al+3].[Li+].[H-].[H-].[H-]. (2) The reactants are Cl[C:2]1[CH:7]=[CH:6][C:5]([C:8]2[CH:13]=[CH:12][CH:11]=[CH:10][CH:9]=2)=[CH:4][CH:3]=1.[CH3:14][CH:15]([CH3:22])[CH2:16][O:17][CH2:18]B(O)O.C1(P(C2CCCCC2)C2C=CC=CC=2C2C(OC)=CC=CC=2OC)CCCCC1.C(=O)([O-])[O-].[Cs+].[Cs+]. The catalyst is O1CCOCC1.O.C([O-])(=O)C.[Pd+2].C([O-])(=O)C. The product is [CH2:16]([O:17][CH2:18][C:2]1[CH:7]=[CH:6][C:5]([C:8]2[CH:13]=[CH:12][CH:11]=[CH:10][CH:9]=2)=[CH:4][CH:3]=1)[CH:15]([CH3:22])[CH3:14]. The yield is 0.280.